From a dataset of Peptide-MHC class II binding affinity with 134,281 pairs from IEDB. Regression. Given a peptide amino acid sequence and an MHC pseudo amino acid sequence, predict their binding affinity value. This is MHC class II binding data. (1) The MHC is DRB1_1501 with pseudo-sequence DRB1_1501. The peptide sequence is KPNDFMPTFAKAMEK. The binding affinity (normalized) is 0.215. (2) The peptide sequence is ISDFRAAIANYHYDA. The MHC is DRB1_0404 with pseudo-sequence DRB1_0404. The binding affinity (normalized) is 0.723. (3) The peptide sequence is AVMLTFDNAGMWNVR. The MHC is DRB1_1602 with pseudo-sequence DRB1_1602. The binding affinity (normalized) is 0.399. (4) The binding affinity (normalized) is 0.890. The MHC is HLA-DQA10102-DQB10602 with pseudo-sequence HLA-DQA10102-DQB10602. The peptide sequence is LIEKINAGFKAALAA. (5) The peptide sequence is NKNFFWAVKPKAVRQ. The MHC is DRB1_0405 with pseudo-sequence DRB1_0405. The binding affinity (normalized) is 0.512.